From a dataset of Full USPTO retrosynthesis dataset with 1.9M reactions from patents (1976-2016). Predict the reactants needed to synthesize the given product. (1) Given the product [CH2:17]([NH:24][C:25]([NH:16][C:11]1[C:12]([CH3:15])=[N:13][O:14][C:10]=1[C:7]1[CH:6]=[CH:5][C:4]([Br:3])=[CH:9][CH:8]=1)=[O:26])[C:18]1[CH:23]=[CH:22][CH:21]=[CH:20][CH:19]=1, predict the reactants needed to synthesize it. The reactants are: [H-].[Na+].[Br:3][C:4]1[CH:9]=[CH:8][C:7]([C:10]2[O:14][N:13]=[C:12]([CH3:15])[C:11]=2[NH2:16])=[CH:6][CH:5]=1.[CH2:17]([N:24]=[C:25]=[O:26])[C:18]1[CH:23]=[CH:22][CH:21]=[CH:20][CH:19]=1. (2) Given the product [C:19]([NH:1][CH:2]([CH3:3])[C:4]([OH:6])=[O:5])(=[O:23])[CH2:20][CH2:21][CH3:22], predict the reactants needed to synthesize it. The reactants are: [NH2:1][CH:2]([C:4]([OH:6])=[O:5])[CH3:3].C(N(CC)CC)C.C[Si](Cl)(C)C.[C:19](Cl)(=[O:23])[CH2:20][CH2:21][CH3:22]. (3) Given the product [C:44]([OH:43])([C:2]([F:1])([F:38])[F:39])=[O:48].[CH3:24][C@:20]1([CH2:25][N:26]2[C:30]3[CH:31]=[C:32]([C:35]#[N:36])[CH:33]=[CH:34][C:29]=3[N:28]=[CH:27]2)[CH2:21][CH2:22][CH2:23][C@:17]2([O:16][C:15](=[O:37])[N:14]([C:10]3[CH:9]=[N:8][C:7]([N:40]4[CH2:45][CH2:44][O:43][CH2:42][CH2:41]4)=[CH:12][C:11]=3[CH3:13])[CH2:18]2)[CH2:19]1, predict the reactants needed to synthesize it. The reactants are: [F:1][C:2]([F:39])([F:38])S(O[C:7]1[CH:12]=[C:11]([CH3:13])[C:10]([N:14]2[CH2:18][C@@:17]3([CH2:23][CH2:22][CH2:21][C@@:20]([CH2:25][N:26]4[C:30]5[CH:31]=[C:32]([C:35]#[N:36])[CH:33]=[CH:34][C:29]=5[N:28]=[CH:27]4)([CH3:24])[CH2:19]3)[O:16][C:15]2=[O:37])=[CH:9][N:8]=1)(=O)=O.[NH:40]1[CH2:45][CH2:44][O:43][CH2:42][CH2:41]1.CS(C)=[O:48]. (4) The reactants are: [CH2:1]1[CH:10]2[N:5]([S:6](=[O:16])(=[O:15])[C:7]3[CH:14]=[CH:13][CH:12]=[CH:11][C:8]=3[CH2:9]2)[CH2:4][CH2:3][NH:2]1.[C:17](=O)([O-])[O-].[Cs+].[Cs+].CI. Given the product [CH3:17][N:2]1[CH2:3][CH2:4][N:5]2[S:6](=[O:15])(=[O:16])[C:7]3[CH:14]=[CH:13][CH:12]=[CH:11][C:8]=3[CH2:9][CH:10]2[CH2:1]1, predict the reactants needed to synthesize it. (5) Given the product [CH2:1]([O:8][C:9]1[CH:10]=[C:11]2[C:16](=[CH:17][CH:18]=1)[C:15](=[O:19])[N:14]([CH2:20][CH:21]([CH3:23])[CH3:22])[C:13]([C:24]([O:26][C:27]([CH3:30])([CH3:29])[CH3:28])=[O:25])=[C:12]2[C:39]1[CH:44]=[CH:43][CH:42]=[CH:41][CH:40]=1)[C:2]1[CH:7]=[CH:6][CH:5]=[CH:4][CH:3]=1, predict the reactants needed to synthesize it. The reactants are: [CH2:1]([O:8][C:9]1[CH:10]=[C:11]2[C:16](=[CH:17][CH:18]=1)[C:15](=[O:19])[N:14]([CH2:20][CH:21]([CH3:23])[CH3:22])[C:13]([C:24]([O:26][C:27]([CH3:30])([CH3:29])[CH3:28])=[O:25])=[C:12]2OS(C(F)(F)F)(=O)=O)[C:2]1[CH:7]=[CH:6][CH:5]=[CH:4][CH:3]=1.[C:39]1(B(O)O)[CH:44]=[CH:43][CH:42]=[CH:41][CH:40]=1.C(=O)([O-])[O-].[Na+].[Na+]. (6) Given the product [ClH:51].[ClH:51].[CH3:1][S:2][C:3]1[CH:4]=[C:5]([N:6]([CH:7]2[CH2:8][CH2:9][N:10]([CH2:13][C:14]3[CH:19]=[CH:18][N:17]=[C:16]([C:20]4[CH:21]=[C:22]([O:30][CH3:31])[C:23]([O:28][CH3:29])=[C:24]([O:26][CH3:27])[CH:25]=4)[CH:15]=3)[CH2:11][CH2:12]2)[CH2:50][C:49]2[CH:52]=[CH:53][CH:54]=[C:47]([C:39]3[CH:40]=[C:41]([O:45][CH3:46])[C:42]([O:43][CH3:44])=[C:37]([O:36][CH3:35])[CH:38]=3)[CH:48]=2)[CH:32]=[CH:33][CH:34]=1, predict the reactants needed to synthesize it. The reactants are: [CH3:1][S:2][C:3]1[CH:4]=[C:5]([CH:32]=[CH:33][CH:34]=1)[NH:6][CH:7]1[CH2:12][CH2:11][N:10]([CH2:13][C:14]2[CH:19]=[CH:18][N:17]=[C:16]([C:20]3[CH:25]=[C:24]([O:26][CH3:27])[C:23]([O:28][CH3:29])=[C:22]([O:30][CH3:31])[CH:21]=3)[CH:15]=2)[CH2:9][CH2:8]1.[CH3:35][O:36][C:37]1[CH:38]=[C:39]([C:47]2[CH:48]=[C:49]([CH:52]=[CH:53][CH:54]=2)[CH2:50][Cl:51])[CH:40]=[C:41]([O:45][CH3:46])[C:42]=1[O:43][CH3:44]. (7) Given the product [C:20]([O:24][C:25](=[O:26])/[CH:27]=[CH:18]/[C:15]1[CH:14]=[CH:13][C:12]([C:11]2[N:7]([CH:2]3[CH2:3][CH2:4][CH2:5][CH2:6][O:1]3)[N:8]=[CH:9][CH:10]=2)=[CH:17][N:16]=1)([CH3:23])([CH3:22])[CH3:21], predict the reactants needed to synthesize it. The reactants are: [O:1]1[CH2:6][CH2:5][CH2:4][CH2:3][CH:2]1[N:7]1[C:11]([C:12]2[CH:13]=[CH:14][C:15]([CH:18]=O)=[N:16][CH:17]=2)=[CH:10][CH:9]=[N:8]1.[C:20]([O:24][C:25]([CH:27]=P(C1C=CC=CC=1)(C1C=CC=CC=1)C1C=CC=CC=1)=[O:26])([CH3:23])([CH3:22])[CH3:21]. (8) Given the product [CH3:15][O:14][C@@H:11]1[CH2:12][CH2:13][NH:8][CH2:9][C@H:10]1[NH:16][C:17](=[O:23])[O:18][C:19]([CH3:21])([CH3:20])[CH3:22], predict the reactants needed to synthesize it. The reactants are: C([N:8]1[CH2:13][CH2:12][C@@H:11]([O:14][CH3:15])[C@H:10]([NH:16][C:17](=[O:23])[O:18][C:19]([CH3:22])([CH3:21])[CH3:20])[CH2:9]1)C1C=CC=CC=1.[H][H]. (9) Given the product [NH2:9][C:7]([C:6]1[N:2]([CH3:1])[N:3]=[C:4]([CH2:11][CH2:12][CH3:13])[C:5]=1[NH:10][C:18]([CH2:17][O:16][CH2:15][C:14]([OH:21])=[O:20])=[O:19])=[O:8], predict the reactants needed to synthesize it. The reactants are: [CH3:1][N:2]1[C:6]([C:7]([NH2:9])=[O:8])=[C:5]([NH2:10])[C:4]([CH2:11][CH2:12][CH3:13])=[N:3]1.[C:14]1(=[O:21])[O:20][C:18](=[O:19])[CH2:17][O:16][CH2:15]1.